From a dataset of Reaction yield outcomes from USPTO patents with 853,638 reactions. Predict the reaction yield, written as a fraction of the theoretical maximum amount of product (1.0 means a 100% yield; for example, 0.34 means a 34% yield). (1) The reactants are Cl[C:2]1[CH:3]=[C:4]([NH:10][C:11]2[CH:16]=[CH:15][C:14]([C:17]([N:19]3[CH2:24][CH2:23][O:22][CH2:21][CH2:20]3)=[O:18])=[CH:13][N:12]=2)[C:5](=[O:9])[N:6]([CH3:8])[N:7]=1.[C:25]([O:28][CH2:29][C:30]1[C:31]([N:45]2[CH2:56][CH2:55][N:54]3[C:47](=[CH:48][C:49]4[CH2:50][C:51]([CH3:58])([CH3:57])[CH2:52][C:53]=43)[C:46]2=[O:59])=[N:32][CH:33]=[CH:34][C:35]=1B1OC(C)(C)C(C)(C)O1)(=[O:27])[CH3:26].C1(P(C2CCCCC2)C2CCCCC2)CCCCC1.C(=O)([O-])[O-].[Cs+].[Cs+]. The catalyst is O.C1C=CC(/C=C/C(/C=C/C2C=CC=CC=2)=O)=CC=1.C1C=CC(/C=C/C(/C=C/C2C=CC=CC=2)=O)=CC=1.C1C=CC(/C=C/C(/C=C/C2C=CC=CC=2)=O)=CC=1.[Pd].[Pd].O1CCOCC1. The product is [C:25]([O:28][CH2:29][C:30]1[C:31]([N:45]2[CH2:56][CH2:55][N:54]3[C:47](=[CH:48][C:49]4[CH2:50][C:51]([CH3:58])([CH3:57])[CH2:52][C:53]=43)[C:46]2=[O:59])=[N:32][CH:33]=[CH:34][C:35]=1[C:2]1[CH:3]=[C:4]([NH:10][C:11]2[CH:16]=[CH:15][C:14]([C:17]([N:19]3[CH2:24][CH2:23][O:22][CH2:21][CH2:20]3)=[O:18])=[CH:13][N:12]=2)[C:5](=[O:9])[N:6]([CH3:8])[N:7]=1)(=[O:27])[CH3:26]. The yield is 0.230. (2) The reactants are Cl[CH2:2][CH2:3][CH2:4][CH2:5][N:6]1[C:10]2[CH:11]=[CH:12][CH:13]=[CH:14][C:9]=2[N:8]=[CH:7]1.[N:15]1[C:24]2[C:19](=[CH:20][CH:21]=[CH:22][CH:23]=2)[N:18]=[CH:17][C:16]=1[N:25]1[CH2:30][CH2:29][NH:28][CH2:27][CH2:26]1.C(N(C(C)C)CC)(C)C.[I-].[K+]. The catalyst is C(#N)C. The product is [N:15]1[C:24]2[C:19](=[CH:20][CH:21]=[CH:22][CH:23]=2)[N:18]=[CH:17][C:16]=1[N:25]1[CH2:26][CH2:27][N:28]([CH2:2][CH2:3][CH2:4][CH2:5][N:6]2[C:10]3[CH:11]=[CH:12][CH:13]=[CH:14][C:9]=3[N:8]=[CH:7]2)[CH2:29][CH2:30]1. The yield is 0.596. (3) The reactants are [Cl:1][C:2]1[O:3][C:4]([CH2:7][C:8]2[CH:13]=[CH:12][C:11]([CH2:14][CH2:15][N+:16]([O-:18])=O)=[CH:10][CH:9]=2)=[CH:5][CH:6]=1.CO.C[O-].[Li+].C(Cl)[Cl:25]. The catalyst is [Ti](Cl)(Cl)(Cl)Cl.O.C(OCC)(=O)C.O1CCCC1. The product is [Cl:1][C:2]1[O:3][C:4]([CH2:7][C:8]2[CH:13]=[CH:12][C:11]([CH2:14][C:15]([Cl:25])=[N:16][OH:18])=[CH:10][CH:9]=2)=[CH:5][CH:6]=1. The yield is 0.840. (4) The reactants are [Cl:1][C:2]1[N:3]=[C:4](Cl)[C:5]2[O:10][C:9]3[N:11]=[CH:12][CH:13]=[CH:14][C:8]=3[C:6]=2[N:7]=1.[NH:16]1[CH2:21][CH2:20][O:19][CH2:18][CH2:17]1. The catalyst is CO. The product is [Cl:1][C:2]1[N:3]=[C:4]([N:16]2[CH2:21][CH2:20][O:19][CH2:18][CH2:17]2)[C:5]2[O:10][C:9]3[N:11]=[CH:12][CH:13]=[CH:14][C:8]=3[C:6]=2[N:7]=1. The yield is 0.640. (5) The reactants are Br[C:2]1[C:6]2[C:7]([NH2:11])=[N:8][CH:9]=[CH:10][C:5]=2[O:4][CH:3]=1.CC1(C)C(C)(C)OB([C:20]2[CH:21]=[C:22]3[C:26](=[CH:27][CH:28]=2)[N:25]([C:29]([O:31][C:32]([CH3:35])([CH3:34])[CH3:33])=[O:30])[CH2:24][CH2:23]3)O1.C(=O)(O)[O-].[Na+]. The catalyst is C1C=CC(P(C2C=CC=CC=2)[C-]2C=CC=C2)=CC=1.C1C=CC(P(C2C=CC=CC=2)[C-]2C=CC=C2)=CC=1.Cl[Pd]Cl.[Fe+2].C(Cl)Cl.O1CCOCC1. The product is [NH2:11][C:7]1[C:6]2[C:2]([C:20]3[CH:21]=[C:22]4[C:26](=[CH:27][CH:28]=3)[N:25]([C:29]([O:31][C:32]([CH3:35])([CH3:34])[CH3:33])=[O:30])[CH2:24][CH2:23]4)=[CH:3][O:4][C:5]=2[CH:10]=[CH:9][N:8]=1. The yield is 0.770. (6) The reactants are [Br:1][C:2]1[CH:3]=[C:4]([CH2:7][NH:8][CH3:9])[S:5][CH:6]=1.[C:18](O[C:18]([O:20][C:21]([CH3:24])([CH3:23])[CH3:22])=[O:19])([O:20][C:21]([CH3:24])([CH3:23])[CH3:22])=[O:19].O. The catalyst is ClCCl.C(N(CC)CC)C. The product is [Br:1][C:2]1[CH:3]=[C:4]([CH2:7][N:8]([CH3:9])[C:18](=[O:19])[O:20][C:21]([CH3:22])([CH3:23])[CH3:24])[S:5][CH:6]=1. The yield is 0.490.